Task: Predict which catalyst facilitates the given reaction.. Dataset: Catalyst prediction with 721,799 reactions and 888 catalyst types from USPTO (1) Reactant: [F:1][C:2]1[C:3]([CH:8](O)[C:9](=[CH2:15])[C:10]([O:12][CH2:13][CH3:14])=[O:11])=[N:4][CH:5]=[CH:6][CH:7]=1. Product: [F:1][C:2]1[C:3]2[N:4]([CH:15]=[C:9]([C:10]([O:12][CH2:13][CH3:14])=[O:11])[CH:8]=2)[CH:5]=[CH:6][CH:7]=1. The catalyst class is: 152. (2) Reactant: [CH3:1][N:2]1[C:11]2[C:6](=[CH:7][C:8]([C:12]3[CH:13]=[C:14]([C:18]4(C(O)=O)[CH2:20][CH2:19]4)[CH:15]=[N:16][CH:17]=3)=[CH:9][CH:10]=2)[CH2:5][CH2:4][C:3]1=[O:24].C1(P([N:39]=[N+]=[N-])(C2C=CC=CC=2)=O)C=CC=CC=1.CC([O-])(C)C.[K+]. Product: [NH2:39][C:18]1([C:14]2[CH:13]=[C:12]([C:8]3[CH:7]=[C:6]4[C:11](=[CH:10][CH:9]=3)[N:2]([CH3:1])[C:3](=[O:24])[CH:4]=[CH:5]4)[CH:17]=[N:16][CH:15]=2)[CH2:20][CH2:19]1. The catalyst class is: 247. (3) Reactant: [N+:1]([C:4]1[CH:13]=[C:12]2[C:7]([CH2:8][CH2:9][CH2:10][CH:11]2[S:14]([C:17]2[CH:22]=[CH:21][C:20]([C:23]([F:26])([F:25])[F:24])=[CH:19][CH:18]=2)(=[O:16])=[O:15])=[CH:6][CH:5]=1)([O-])=O. Product: [F:26][C:23]([F:24])([F:25])[C:20]1[CH:21]=[CH:22][C:17]([S:14]([CH:11]2[C:12]3[CH:13]=[C:4]([NH2:1])[CH:5]=[CH:6][C:7]=3[CH2:8][CH2:9][CH2:10]2)(=[O:16])=[O:15])=[CH:18][CH:19]=1. The catalyst class is: 29. (4) Reactant: [C:1]1([S:7]([N:10]2[C:14]3=[N:15][CH:16]=[C:17]([NH:19][C:20](=[O:26])[O:21][C:22]([CH3:25])([CH3:24])[CH3:23])[CH:18]=[C:13]3[CH:12]=[CH:11]2)(=[O:9])=[O:8])[CH:6]=[CH:5][CH:4]=[CH:3][CH:2]=1.C([Li])(C)(C)C.[Br:32]C(Cl)(Cl)C(Br)(Cl)Cl. Product: [C:1]1([S:7]([N:10]2[C:14]3=[N:15][CH:16]=[C:17]([NH:19][C:20](=[O:26])[O:21][C:22]([CH3:23])([CH3:25])[CH3:24])[CH:18]=[C:13]3[CH:12]=[C:11]2[Br:32])(=[O:9])=[O:8])[CH:2]=[CH:3][CH:4]=[CH:5][CH:6]=1. The catalyst class is: 7. (5) Product: [F:1][C:2]1[C:3]([NH:9][CH2:10][CH:11]2[CH2:16][CH2:15][O:14][CH2:13][CH2:12]2)=[N:4][C:5]([O:18][CH3:17])=[CH:6][CH:7]=1. Reactant: [F:1][C:2]1[C:3]([NH:9][CH2:10][CH:11]2[CH2:16][CH2:15][O:14][CH2:13][CH2:12]2)=[N:4][C:5](F)=[CH:6][CH:7]=1.[CH3:17][O-:18].[Na+]. The catalyst class is: 5. (6) Product: [CH3:1][O:2][C:3]([C:5]1[CH:14]=[C:13]([O:15][CH3:16])[C:12]2[C:7](=[C:8]([N:77]3[CH2:78][CH2:79][N:74]([CH3:71])[CH2:75][CH2:76]3)[CH:9]=[C:10]([F:17])[CH:11]=2)[N:6]=1)=[O:4]. The catalyst class is: 11. Reactant: [CH3:1][O:2][C:3]([C:5]1[CH:14]=[C:13]([O:15][CH3:16])[C:12]2[C:7](=[C:8](Br)[CH:9]=[C:10]([F:17])[CH:11]=2)[N:6]=1)=[O:4].C1(P(C2C=CC=CC=2)C2C=CC3C(=CC=CC=3)C=2C2C3C(=CC=CC=3)C=CC=2P(C2C=CC=CC=2)C2C=CC=CC=2)C=CC=CC=1.[N+](C1C=C[C:71]([N:74]2[CH2:79][CH2:78][N:77](C(=O)C)[CH2:76][CH2:75]2)=CC=1)([O-])=O.CN1CCNCC1.C(=O)([O-])[O-].[Cs+].[Cs+]. (7) Product: [F:44][C:45]1[CH:59]=[CH:58][C:48]([CH2:49][C:50]2([C:56]#[N:57])[CH2:55][CH2:54][N:53]([C:11]([C:2]3[CH:3]=[N:4][C:5]4[C:10](=[CH:9][CH:8]=[CH:7][CH:6]=4)[N:1]=3)=[O:13])[CH2:52][CH2:51]2)=[CH:47][CH:46]=1. The catalyst class is: 18. Reactant: [N:1]1[C:10]2[C:5](=[CH:6][CH:7]=[CH:8][CH:9]=2)[N:4]=[CH:3][C:2]=1[C:11]([OH:13])=O.CCN(C(C)C)C(C)C.CCN=C=NCCCN(C)C.C1C=CC2N(O)N=NC=2C=1.[F:44][C:45]1[CH:59]=[CH:58][C:48]([CH2:49][C:50]2([C:56]#[N:57])[CH2:55][CH2:54][NH:53][CH2:52][CH2:51]2)=[CH:47][CH:46]=1.